From a dataset of Reaction yield outcomes from USPTO patents with 853,638 reactions. Predict the reaction yield, written as a fraction of the theoretical maximum amount of product (1.0 means a 100% yield; for example, 0.34 means a 34% yield). (1) The reactants are FC(F)(F)S(O[C:7]1[CH2:8][CH2:9][N:10]([C:13]([O:15][C:16]([CH3:19])([CH3:18])[CH3:17])=[O:14])[CH2:11][CH:12]=1)(=O)=O.[N+:22]([C:25]1[CH:30]=[CH:29][C:28](B(O)O)=[CH:27][CH:26]=1)([O-:24])=[O:23].C(=O)([O-])[O-].[Na+].[Na+].[Cl-].[Li+]. The catalyst is [Pd].C1(P(C2C=CC=CC=2)C2C=CC=CC=2)C=CC=CC=1.C1(P(C2C=CC=CC=2)C2C=CC=CC=2)C=CC=CC=1.C1(P(C2C=CC=CC=2)C2C=CC=CC=2)C=CC=CC=1.C1(P(C2C=CC=CC=2)C2C=CC=CC=2)C=CC=CC=1.COCCOC. The product is [N+:22]([C:25]1[CH:30]=[CH:29][C:28]([C:7]2[CH2:8][CH2:9][N:10]([C:13]([O:15][C:16]([CH3:19])([CH3:18])[CH3:17])=[O:14])[CH2:11][CH:12]=2)=[CH:27][CH:26]=1)([O-:24])=[O:23]. The yield is 0.599. (2) The reactants are [C:1]1([C:7]2[C:11]([C:12]([F:15])([F:14])[F:13])=[C:10]([CH2:16][OH:17])[O:9][N:8]=2)[CH:6]=[CH:5][CH:4]=[CH:3][CH:2]=1.P([O-])([O-])([O-])=[O:19].[Na+].[Na+].[Na+].Cl([O-])=O.[Na+].S([O-])([O-])=O.[Na+].[Na+]. The catalyst is C(#N)C.O.CC1(C)N([O])C(C)(C)CCC1. The product is [C:1]1([C:7]2[C:11]([C:12]([F:15])([F:13])[F:14])=[C:10]([C:16]([OH:19])=[O:17])[O:9][N:8]=2)[CH:2]=[CH:3][CH:4]=[CH:5][CH:6]=1. The yield is 0.990. (3) The reactants are [Cl:1][C:2]1[CH:10]=[CH:9][C:8]([N:11]2[CH:15]=[CH:14][CH:13]=[N:12]2)=[CH:7][C:3]=1[C:4]([NH2:6])=[O:5].C(Cl)(=O)[C:17](Cl)=[O:18].O1CCOCC1.[NH2:28][C:29]1[S:30][C:31]2[CH:37]=[C:36]([S:38]([CH:41]3[CH2:46][CH2:45][N:44]([C:47]([O:49][C:50]([CH3:53])([CH3:52])[CH3:51])=[O:48])[CH2:43][CH2:42]3)(=[O:40])=[O:39])[CH:35]=[CH:34][C:32]=2[N:33]=1. The catalyst is ClCCCl.CN(C=O)C. The product is [Cl:1][C:2]1[CH:10]=[CH:9][C:8]([N:11]2[CH:15]=[CH:14][CH:13]=[N:12]2)=[CH:7][C:3]=1[C:4]([NH:6][C:17](=[O:18])[NH:28][C:29]1[S:30][C:31]2[CH:37]=[C:36]([S:38]([CH:41]3[CH2:42][CH2:43][N:44]([C:47]([O:49][C:50]([CH3:53])([CH3:52])[CH3:51])=[O:48])[CH2:45][CH2:46]3)(=[O:40])=[O:39])[CH:35]=[CH:34][C:32]=2[N:33]=1)=[O:5]. The yield is 0.590. (4) The reactants are [Br:1][C:2]1[C:3](=[O:25])[N:4]([CH2:17][CH2:18][C:19]2[CH:24]=[CH:23][CH:22]=[CH:21][CH:20]=2)[C:5]([C:10]2[CH:15]=[CH:14][CH:13]=[CH:12][C:11]=2[OH:16])=[N:6][C:7]=1[CH2:8]Br.Cl.[CH3:27][NH:28][CH3:29].C(=O)([O-])[O-].[Cs+].[Cs+]. The catalyst is CN(C=O)C. The product is [Br:1][C:2]1[C:3](=[O:25])[N:4]([CH2:17][CH2:18][C:19]2[CH:24]=[CH:23][CH:22]=[CH:21][CH:20]=2)[C:5]([C:10]2[CH:15]=[CH:14][CH:13]=[CH:12][C:11]=2[OH:16])=[N:6][C:7]=1[CH2:8][N:28]([CH3:29])[CH3:27]. The yield is 0.420.